The task is: Predict the reaction yield, written as a fraction of the theoretical maximum amount of product (1.0 means a 100% yield; for example, 0.34 means a 34% yield).. This data is from Reaction yield outcomes from USPTO patents with 853,638 reactions. (1) The reactants are S(Cl)([Cl:3])=O.[Cl:5][C:6]1[S:10][N:9]=[C:8]([CH3:11])[C:7]=1[CH2:12]O. The catalyst is C(Cl)(Cl)Cl. The product is [Cl:3][CH2:12][C:7]1[C:8]([CH3:11])=[N:9][S:10][C:6]=1[Cl:5]. The yield is 1.00. (2) The reactants are [CH:1]([C:3]1[CH:18]=[CH:17][C:6]([O:7][C:8]2[N:9]=[CH:10][C:11]([C:14]([NH2:16])=[O:15])=[N:12][CH:13]=2)=[C:5]([O:19][CH3:20])[CH:4]=1)=O.[F:21][C:22]1[CH:30]=[CH:29][C:25]([CH2:26][CH2:27][NH2:28])=[CH:24][CH:23]=1.[BH4-].[Na+]. The catalyst is CO. The product is [F:21][C:22]1[CH:30]=[CH:29][C:25]([CH2:26][CH2:27][NH:28][CH2:1][C:3]2[CH:18]=[CH:17][C:6]([O:7][C:8]3[N:9]=[CH:10][C:11]([C:14]([NH2:16])=[O:15])=[N:12][CH:13]=3)=[C:5]([O:19][CH3:20])[CH:4]=2)=[CH:24][CH:23]=1. The yield is 0.534. (3) The reactants are [Cl:1][C:2]1[CH:3]=[N+:4]([O-:27])[CH:5]=[C:6]([Cl:26])[C:7]=1[CH2:8][C@@H:9]([C:11]1[CH:16]=[CH:15][C:14]([O:17][CH:18]([F:20])[F:19])=[C:13]([O:21][CH2:22][CH:23]2[CH2:25][CH2:24]2)[CH:12]=1)[OH:10].[CH3:28][S:29][C:30]1[CH:35]=[CH:34][C:33]([NH:36][C:37](=[O:42])[CH2:38][C:39](O)=[O:40])=[CH:32][CH:31]=1.C(Cl)CCl. The catalyst is CN(C1C=CN=CC=1)C.CN(C=O)C.O. The product is [Cl:1][C:2]1[CH:3]=[N+:4]([O-:27])[CH:5]=[C:6]([Cl:26])[C:7]=1[CH2:8][C@@H:9]([C:11]1[CH:16]=[CH:15][C:14]([O:17][CH:18]([F:20])[F:19])=[C:13]([O:21][CH2:22][CH:23]2[CH2:25][CH2:24]2)[CH:12]=1)[O:10][C:39](=[O:40])[CH2:38][C:37]([NH:36][C:33]1[CH:34]=[CH:35][C:30]([S:29][CH3:28])=[CH:31][CH:32]=1)=[O:42]. The yield is 0.446. (4) The reactants are [N:1]1[CH:6]=[C:5]([CH:7]=O)[CH:4]=[N:3][CH:2]=1.[C:9]([O:13][C:14]([N:16]1[CH2:21][CH2:20][NH:19][CH2:18][CH2:17]1)=[O:15])([CH3:12])([CH3:11])[CH3:10].C([BH3-])#N.[Na+]. The catalyst is C(O)C.C(O)(=O)C. The product is [N:3]1[CH:4]=[C:5]([CH2:7][N:19]2[CH2:18][CH2:17][N:16]([C:14]([O:13][C:9]([CH3:12])([CH3:11])[CH3:10])=[O:15])[CH2:21][CH2:20]2)[CH:6]=[N:1][CH:2]=1. The yield is 0.550. (5) The reactants are [OH:1][C@H:2]1[CH2:7][CH2:6][C@H:5]([C:8]([OH:10])=[O:9])[CH2:4][CH2:3]1.O=S(Cl)Cl.[CH3:15]O. No catalyst specified. The product is [OH:1][C@H:2]1[CH2:7][CH2:6][C@H:5]([C:8]([O:10][CH3:15])=[O:9])[CH2:4][CH2:3]1. The yield is 1.00. (6) The reactants are [NH2:1][C:2]1[S:3][C:4]2[C:10]([C:11]([O:13][CH3:14])=[O:12])=[C:9]([O:15][C:16]3[CH:21]=[CH:20][C:19]([F:22])=[C:18]([NH:23][C:24](=[O:36])[CH2:25][C:26]4[CH:31]=[CH:30][CH:29]=[C:28]([C:32]([F:35])([F:34])[F:33])[CH:27]=4)[CH:17]=3)[CH:8]=[CH:7][C:5]=2[N:6]=1.N1C=CC=CC=1.[CH:43]1([C:46](Cl)=[O:47])[CH2:45][CH2:44]1. The catalyst is O1CCCC1.C(OCC)(=O)C. The product is [CH:43]1([C:46]([NH:1][C:2]2[S:3][C:4]3[C:10]([C:11]([O:13][CH3:14])=[O:12])=[C:9]([O:15][C:16]4[CH:21]=[CH:20][C:19]([F:22])=[C:18]([NH:23][C:24](=[O:36])[CH2:25][C:26]5[CH:31]=[CH:30][CH:29]=[C:28]([C:32]([F:34])([F:35])[F:33])[CH:27]=5)[CH:17]=4)[CH:8]=[CH:7][C:5]=3[N:6]=2)=[O:47])[CH2:45][CH2:44]1. The yield is 0.800. (7) The reactants are Cl.[Cl:2][C:3]1[C:12]2[C:7](=[CH:8][C:9]([O:15][CH2:16][CH2:17][CH2:18][N:19]3[CH2:24][CH2:23][O:22][CH2:21][CH2:20]3)=[C:10]([O:13][CH3:14])[CH:11]=2)[N:6]=[N:5][CH:4]=1.[Cl:25][C:26]1[CH:32]=[CH:31][C:29]([NH2:30])=[C:28]([F:33])[CH:27]=1.C(O)(C)C. The catalyst is CC(O)CCC.Cl. The product is [ClH:2].[Cl:25][C:26]1[CH:32]=[CH:31][C:29]([NH:30][C:3]2[C:12]3[C:7](=[CH:8][C:9]([O:15][CH2:16][CH2:17][CH2:18][N:19]4[CH2:24][CH2:23][O:22][CH2:21][CH2:20]4)=[C:10]([O:13][CH3:14])[CH:11]=3)[N:6]=[N:5][CH:4]=2)=[C:28]([F:33])[CH:27]=1. The yield is 0.980.